Dataset: CYP2D6 inhibition data for predicting drug metabolism from PubChem BioAssay. Task: Regression/Classification. Given a drug SMILES string, predict its absorption, distribution, metabolism, or excretion properties. Task type varies by dataset: regression for continuous measurements (e.g., permeability, clearance, half-life) or binary classification for categorical outcomes (e.g., BBB penetration, CYP inhibition). Dataset: cyp2d6_veith. (1) The compound is CCNc1ncc2nc(-c3cn(C)c4ccccc34)c(=O)n(Cc3cccc(OC)c3)c2n1. The result is 0 (non-inhibitor). (2) The drug is Cc1ccc(S(=O)(=O)NCC2CCC(C(=O)O)CC2)cc1. The result is 0 (non-inhibitor). (3) The drug is COC(=O)[C@@]1(Cc2ccc(OC)cc2)[C@H]2c3cc(C(=O)N4CCCC4)n(CCO)c3C[C@H]2CN1C(=O)c1ccccc1. The result is 0 (non-inhibitor). (4) The compound is COc1ccc(CNC(=O)C(c2ccc(C)cc2)N(Cc2cccs2)C(=O)c2ccc3c(c2)OCCO3)cc1. The result is 0 (non-inhibitor).